This data is from Peptide-MHC class II binding affinity with 134,281 pairs from IEDB. The task is: Regression. Given a peptide amino acid sequence and an MHC pseudo amino acid sequence, predict their binding affinity value. This is MHC class II binding data. The binding affinity (normalized) is 0.325. The peptide sequence is EFRNDWILESDHLIS. The MHC is DRB1_1101 with pseudo-sequence DRB1_1101.